Dataset: Forward reaction prediction with 1.9M reactions from USPTO patents (1976-2016). Task: Predict the product of the given reaction. (1) Given the reactants [CH2:1]([OH:4])[CH2:2][CH3:3].[H-].[Na+].[CH3:7][C:8]1[CH:28]=[C:27]([C:29]2[C:33]([CH:34]=[O:35])=[C:32](Cl)[N:31]([CH3:37])[N:30]=2)[CH:26]=[CH:25][C:9]=1[O:10][CH2:11][C:12]1[CH:17]=[CH:16][CH:15]=[CH:14][C:13]=1[N:18]1[C:22](=[O:23])[N:21]([CH3:24])[N:20]=[N:19]1.O1CCCC1, predict the reaction product. The product is: [CH3:7][C:8]1[CH:28]=[C:27]([C:29]2[C:33]([CH:34]=[O:35])=[C:32]([O:4][CH2:1][CH2:2][CH3:3])[N:31]([CH3:37])[N:30]=2)[CH:26]=[CH:25][C:9]=1[O:10][CH2:11][C:12]1[CH:17]=[CH:16][CH:15]=[CH:14][C:13]=1[N:18]1[C:22](=[O:23])[N:21]([CH3:24])[N:20]=[N:19]1. (2) Given the reactants O=[C:2]([CH:9]1[CH2:14][CH2:13][O:12][CH2:11][CH2:10]1)[CH2:3][C:4]([O:6]CC)=O.[CH3:15][C:16]1[C:20]([CH2:21][C:22]2[CH:27]=[CH:26][CH:25]=[C:24]([C:28]([F:31])([F:30])[F:29])[C:23]=2[CH3:32])=[C:19]([NH2:33])[NH:18][N:17]=1, predict the reaction product. The product is: [CH3:15][C:16]1[C:20]([CH2:21][C:22]2[CH:27]=[CH:26][CH:25]=[C:24]([C:28]([F:30])([F:29])[F:31])[C:23]=2[CH3:32])=[C:19]2[N:33]=[C:2]([CH:9]3[CH2:10][CH2:11][O:12][CH2:13][CH2:14]3)[CH:3]=[C:4]([OH:6])[N:18]2[N:17]=1. (3) Given the reactants C([N:4]1[CH2:9][CH2:8][C:7]2[N:10]([C@@H:21]3[C:29]4[C:24](=[C:25]([F:31])[CH:26]=[C:27]([F:30])[CH:28]=4)[CH2:23][C@H:22]3[OH:32])[N:11]=[C:12]([C:13]3[CH:14]=[C:15]([CH:18]=[CH:19][CH:20]=3)[C:16]#[N:17])[C:6]=2[CH2:5]1)(=O)C.Cl[C:34]([O:36][CH3:37])=[O:35].CCN(CC)CC.C([O-])(O)=O.[Na+], predict the reaction product. The product is: [CH3:37][O:36][C:34]([N:4]1[CH2:9][CH2:8][C:7]2[N:10]([C@@H:21]3[C:29]4[C:24](=[C:25]([F:31])[CH:26]=[C:27]([F:30])[CH:28]=4)[CH2:23][C@H:22]3[OH:32])[N:11]=[C:12]([C:13]3[CH:20]=[CH:19][CH:18]=[C:15]([C:16]#[N:17])[CH:14]=3)[C:6]=2[CH2:5]1)=[O:35]. (4) Given the reactants CCN(C(C)C)C(C)C.[CH2:10]([O:17][C:18]1[CH:30]=[CH:29][C:21]([C:22]([NH:24][CH2:25][C:26]([OH:28])=O)=[O:23])=[CH:20][CH:19]=1)[C:11]1[CH:16]=[CH:15][CH:14]=[CH:13][CH:12]=1.C1C=CC2N(O)N=NC=2C=1.CCN=C=NCCCN(C)C.Cl.Cl.[N:54]1([C:60]([C:62]2[CH:67]=[CH:66][CH:65]=[CH:64][C:63]=2[C:68]([F:71])([F:70])[F:69])=[O:61])[CH2:59][CH2:58][NH:57][CH2:56][CH2:55]1, predict the reaction product. The product is: [CH2:10]([O:17][C:18]1[CH:19]=[CH:20][C:21]([C:22]([NH:24][CH2:25][C:26](=[O:28])[N:57]2[CH2:58][CH2:59][N:54]([C:60](=[O:61])[C:62]3[CH:67]=[CH:66][CH:65]=[CH:64][C:63]=3[C:68]([F:71])([F:69])[F:70])[CH2:55][CH2:56]2)=[O:23])=[CH:29][CH:30]=1)[C:11]1[CH:12]=[CH:13][CH:14]=[CH:15][CH:16]=1. (5) The product is: [C:2]([N:5]1[C:14]2[C:9](=[CH:10][C:11]([C:15]#[C:16][Si:17]([CH:21]([CH3:23])[CH3:22])([CH:18]([CH3:20])[CH3:19])[CH:24]([CH3:26])[CH3:25])=[CH:12][CH:13]=2)[C@H:8]([NH:27][C:30]2[CH:35]=[CH:34][C:33]([CH3:36])=[CH:32][N:31]=2)[CH2:7][C@@H:6]1[CH3:28])(=[O:4])[CH3:3]. Given the reactants Cl.[C:2]([N:5]1[C:14]2[C:9](=[CH:10][C:11]([C:15]#[C:16][Si:17]([CH:24]([CH3:26])[CH3:25])([CH:21]([CH3:23])[CH3:22])[CH:18]([CH3:20])[CH3:19])=[CH:12][CH:13]=2)[C@H:8]([NH2:27])[CH2:7][C@@H:6]1[CH3:28])(=[O:4])[CH3:3].Br[C:30]1[CH:35]=[CH:34][C:33]([CH3:36])=[CH:32][N:31]=1.CC(C)([O-])C.[Na+].CN(C)C1C=CC=CC=1C1C=CC=CC=1P(C1CCCCC1)C1CCCCC1, predict the reaction product.